From a dataset of Peptide-MHC class II binding affinity with 134,281 pairs from IEDB. Regression. Given a peptide amino acid sequence and an MHC pseudo amino acid sequence, predict their binding affinity value. This is MHC class II binding data. (1) The peptide sequence is AEEVKVIPAGELQVI. The MHC is HLA-DQA10101-DQB10501 with pseudo-sequence HLA-DQA10101-DQB10501. The binding affinity (normalized) is 0. (2) The peptide sequence is AGYLVGRKPLAFFSW. The MHC is DRB1_1501 with pseudo-sequence DRB1_1501. The binding affinity (normalized) is 0.402. (3) The peptide sequence is VIDVKLVDANGTLHD. The MHC is DRB1_0701 with pseudo-sequence DRB1_0701. The binding affinity (normalized) is 0.469. (4) The peptide sequence is AVKPAAEEVKVIPAG. The MHC is HLA-DPA10201-DPB10501 with pseudo-sequence HLA-DPA10201-DPB10501. The binding affinity (normalized) is 0.106. (5) The peptide sequence is SQDQELSWNLNGLQAY. The MHC is HLA-DQA10301-DQB10302 with pseudo-sequence HLA-DQA10301-DQB10302. The binding affinity (normalized) is 0.401. (6) The peptide sequence is ALSRVHSMFLGTGGS. The MHC is DRB1_1001 with pseudo-sequence DRB1_1001. The binding affinity (normalized) is 0.335.